Dataset: Reaction yield outcomes from USPTO patents with 853,638 reactions. Task: Predict the reaction yield, written as a fraction of the theoretical maximum amount of product (1.0 means a 100% yield; for example, 0.34 means a 34% yield). The reactants are C1C=C(Cl)C=C(C(OO)=[O:9])C=1.[Cl:12][C:13]1[C:14]([CH3:24])=[N:15][CH:16]=[C:17]([CH:19]2[O:23][CH2:22][CH2:21][O:20]2)[CH:18]=1.C([O-])(O)=O.[Na+].[OH-].[Na+]. The catalyst is C(Cl)Cl. The product is [Cl:12][C:13]1[C:14]([CH3:24])=[N+:15]([O-:9])[CH:16]=[C:17]([CH:19]2[O:23][CH2:22][CH2:21][O:20]2)[CH:18]=1. The yield is 0.780.